Task: Predict the reaction yield, written as a fraction of the theoretical maximum amount of product (1.0 means a 100% yield; for example, 0.34 means a 34% yield).. Dataset: Reaction yield outcomes from USPTO patents with 853,638 reactions (1) The reactants are CC(C)([O-])C.[K+].[C:7]1([CH2:13][SH:14])[CH:12]=[CH:11][CH:10]=[CH:9][CH:8]=1.F[C:16]1[CH:23]=[CH:22][CH:21]=[C:20]([I:24])[C:17]=1[C:18]#[N:19].[Cl-].[NH4+]. The catalyst is C1COCC1. The product is [CH2:13]([S:14][C:16]1[CH:23]=[CH:22][CH:21]=[C:20]([I:24])[C:17]=1[C:18]#[N:19])[C:7]1[CH:12]=[CH:11][CH:10]=[CH:9][CH:8]=1. The yield is 0.530. (2) The yield is 0.740. The reactants are [CH3:1][C:2]1[CH:3]=[N:4][N:5]([CH:7]2[CH2:12][CH2:11][CH2:10][CH2:9][O:8]2)[CH:6]=1.O1CCCC1.C([Li])CCC.[CH2:23]([Sn:27](Cl)([CH2:32][CH2:33][CH2:34][CH3:35])[CH2:28][CH2:29][CH2:30][CH3:31])[CH2:24][CH2:25][CH3:26]. The catalyst is CCCCCC. The product is [CH3:1][C:2]1[CH:3]=[N:4][N:5]([CH:7]2[CH2:12][CH2:11][CH2:10][CH2:9][O:8]2)[C:6]=1[Sn:27]([CH2:28][CH2:29][CH2:30][CH3:31])([CH2:32][CH2:33][CH2:34][CH3:35])[CH2:23][CH2:24][CH2:25][CH3:26]. (3) The reactants are Cl[C:2]1[N:3]=[CH:4][C:5]2[N:11]([CH3:12])[C:10](=[O:13])[CH2:9][CH2:8][N:7]([CH:14]3[CH2:18][CH2:17][CH2:16][CH2:15]3)[C:6]=2[N:19]=1.[NH2:20][C:21]1[CH:45]=[CH:44][C:24]([C:25]([NH:27][C@H:28]2[CH2:33][CH2:32][C@H:31]([N:34]3[CH2:39][CH2:38][N:37]([CH2:40][CH:41]4[CH2:43][CH2:42]4)[CH2:36][CH2:35]3)[CH2:30][CH2:29]2)=[O:26])=[CH:23][C:22]=1[O:46][CH3:47].C(O)(C(F)(F)F)=O. No catalyst specified. The product is [CH:14]1([N:7]2[CH2:8][CH2:9][C:10](=[O:13])[N:11]([CH3:12])[C:5]3[CH:4]=[N:3][C:2]([NH:20][C:21]4[CH:45]=[CH:44][C:24]([C:25]([NH:27][C@H:28]5[CH2:29][CH2:30][C@H:31]([N:34]6[CH2:39][CH2:38][N:37]([CH2:40][CH:41]7[CH2:43][CH2:42]7)[CH2:36][CH2:35]6)[CH2:32][CH2:33]5)=[O:26])=[CH:23][C:22]=4[O:46][CH3:47])=[N:19][C:6]2=3)[CH2:18][CH2:17][CH2:16][CH2:15]1. The yield is 0.260. (4) The product is [Cl:15][C:14]1[CH:13]=[CH:12][CH:11]=[C:10]([Cl:16])[C:9]=1[C:4]1[C:3]([OH:2])=[CH:8][CH:7]=[CH:6][CH:5]=1. The catalyst is ClCCl.[OH-].[Na+]. The reactants are C[O:2][C:3]1[C:4]([C:9]2[C:14]([Cl:15])=[CH:13][CH:12]=[CH:11][C:10]=2[Cl:16])=[CH:5][CH:6]=[CH:7][CH:8]=1.B(Br)(Br)Br. The yield is 0.910. (5) The reactants are Cl[C:2]1[N:7]=[C:6]([NH:8][C:9]2[CH:10]=[N:11][C:12]([O:15][CH3:16])=[CH:13][CH:14]=2)[C:5]([I:17])=[CH:4][N:3]=1.[NH:18]1[CH2:23][CH2:22][O:21][CH2:20][CH2:19]1.C(O)C. The catalyst is O. The product is [I:17][C:5]1[C:6]([NH:8][C:9]2[CH:10]=[N:11][C:12]([O:15][CH3:16])=[CH:13][CH:14]=2)=[N:7][C:2]([N:18]2[CH2:23][CH2:22][O:21][CH2:20][CH2:19]2)=[N:3][CH:4]=1. The yield is 0.890. (6) The reactants are Br[C:2]1[C:7](=[O:8])[N:6]([CH2:9][C:10]2[CH:15]=[CH:14][C:13]([C:16]3[C:17]([C:22]#[N:23])=[CH:18][CH:19]=[CH:20][CH:21]=3)=[CH:12][CH:11]=2)[C:5]([CH2:24][CH2:25][CH3:26])=[N:4][C:3]=1[CH2:27][CH3:28].[CH:29]1(B(O)O)[CH2:31][CH2:30]1.P([O-])([O-])([O-])=O.[K+].[K+].[K+].C1(P(C2CCCCC2)C2CCCCC2)CCCCC1. The catalyst is C1(C)C=CC=CC=1.O.C(OCC)(=O)C.C([O-])(=O)C.[Pd+2].C([O-])(=O)C. The product is [CH:29]1([C:2]2[C:7](=[O:8])[N:6]([CH2:9][C:10]3[CH:15]=[CH:14][C:13]([C:16]4[C:17]([C:22]#[N:23])=[CH:18][CH:19]=[CH:20][CH:21]=4)=[CH:12][CH:11]=3)[C:5]([CH2:24][CH2:25][CH3:26])=[N:4][C:3]=2[CH2:27][CH3:28])[CH2:31][CH2:30]1. The yield is 0.870. (7) The reactants are [O:1]=[C:2]1[C:10](=[CH:11][C:12]2[NH:13][C:14]3[CH2:15][CH2:16][CH2:17][CH2:18][C:19]=3[C:20]=2[CH2:21][CH2:22][C:23]([OH:25])=O)[C:9]2[C:4](=[CH:5][CH:6]=[CH:7][CH:8]=2)[NH:3]1.[C:26](N1C=CN=C1)([N:28]1C=CN=[CH:29]1)=O.CNC.O. The catalyst is CN(C)C=O. The product is [CH3:26][N:28]([CH3:29])[C:23](=[O:25])[CH2:22][CH2:21][C:20]1[C:19]2[CH2:18][CH2:17][CH2:16][CH2:15][C:14]=2[NH:13][C:12]=1[CH:11]=[C:10]1[C:9]2[C:4](=[CH:5][CH:6]=[CH:7][CH:8]=2)[NH:3][C:2]1=[O:1]. The yield is 0.830.